From a dataset of hERG potassium channel inhibition data for cardiac toxicity prediction from Karim et al.. Regression/Classification. Given a drug SMILES string, predict its toxicity properties. Task type varies by dataset: regression for continuous values (e.g., LD50, hERG inhibition percentage) or binary classification for toxic/non-toxic outcomes (e.g., AMES mutagenicity, cardiotoxicity, hepatotoxicity). Dataset: herg_karim. (1) The compound is CCOC(=O)N1CCN(CCOc2cc(C)n(-c3ccc(Cl)c(Cl)c3)n2)CC1. The result is 1 (blocker). (2) The compound is N#Cc1ccc(Cn2cncc2C[N+]C2CCN(C(=O)c3cccc(Cl)c3)C2=O)cc1. The result is 1 (blocker). (3) The compound is COc1ccc2ncc(=O)n(CCN3CCC(NCc4cc5c(cn4)OCCO5)C(OC)C3)c2c1. The result is 0 (non-blocker).